This data is from Reaction yield outcomes from USPTO patents with 853,638 reactions. The task is: Predict the reaction yield, written as a fraction of the theoretical maximum amount of product (1.0 means a 100% yield; for example, 0.34 means a 34% yield). (1) The reactants are [OH:1][CH:2]1[CH2:10][CH2:9][CH:8]2[CH:4]([CH2:5][N:6]([C:11]([O:13][C:14]([CH3:17])([CH3:16])[CH3:15])=[O:12])[CH2:7]2)[CH2:3]1. The catalyst is C(Cl)Cl. The product is [O:1]=[C:2]1[CH2:10][CH2:9][CH:8]2[CH:4]([CH2:5][N:6]([C:11]([O:13][C:14]([CH3:17])([CH3:16])[CH3:15])=[O:12])[CH2:7]2)[CH2:3]1. The yield is 1.00. (2) The reactants are [C:1]([O:5][C:6](=[O:30])[CH2:7][C@@H:8]([C:15](N1[C@H](C)[C@H](C2C=CC=CC=2)OC1=O)=[O:16])[CH2:9][C@H:10]([CH3:14])[CH2:11][CH2:12][CH3:13])([CH3:4])([CH3:3])[CH3:2].[Li+].[OH-].OO.S(=O)(O)[O-:36].[Na+].S([O-])([O-])=O.[Na+].[Na+]. The catalyst is O.C1COCC1.CCOCC.CCCCCC. The product is [C:1]([O:5][C:6](=[O:30])[CH2:7][C@H:8]([CH2:9][C@H:10]([CH3:14])[CH2:11][CH2:12][CH3:13])[C:15]([OH:16])=[O:36])([CH3:2])([CH3:3])[CH3:4]. The yield is 0.930. (3) The yield is 0.840. The catalyst is O1CCCC1. The product is [CH3:37][O:3][CH2:4][C@H:5]1[C@H:14]2[CH2:15][CH2:16][N:17]([C:18]([C@H:20]3[CH2:25][CH2:24][CH2:23][CH2:22][C@H:21]3[NH:26][C:27](=[O:34])[C:28]3[CH:29]=[CH:30][CH:31]=[CH:32][CH:33]=3)=[O:19])[C@H:13]2[C:12]2[CH:11]=[CH:10][CH:9]=[CH:8][C:7]=2[NH:6]1. The reactants are [H-].[Na+].[OH:3][CH2:4][C@H:5]1[C@H:14]2[CH2:15][CH2:16][N:17]([C:18]([C@H:20]3[CH2:25][CH2:24][CH2:23][CH2:22][C@H:21]3[NH:26][C:27](=[O:34])[C:28]3[CH:33]=[CH:32][CH:31]=[CH:30][CH:29]=3)=[O:19])[C@H:13]2[C:12]2[CH:11]=[CH:10][CH:9]=[CH:8][C:7]=2[NH:6]1.CI.[C:37](=O)([O-])O.[Na+]. (4) The reactants are [NH:1]1[C:9]2[C:4](=[CH:5][C:6]([C:10]([O:12][CH3:13])=[O:11])=[CH:7][CH:8]=2)[CH:3]=[N:2]1.[C:14]([O-])([O-])=O.[K+].[K+].IC. The catalyst is CN(C=O)C. The product is [CH3:14][N:1]1[C:9]2[C:4](=[CH:5][C:6]([C:10]([O:12][CH3:13])=[O:11])=[CH:7][CH:8]=2)[CH:3]=[N:2]1.[CH3:14][N:2]1[CH:3]=[C:4]2[C:9]([CH:8]=[CH:7][C:6]([C:10]([O:12][CH3:13])=[O:11])=[CH:5]2)=[N:1]1. The yield is 0.400. (5) The reactants are [Cl:1][C:2]1[CH:3]=[CH:4][C:5]([OH:11])=[C:6](B(O)O)[CH:7]=1.Cl[C:13]1[CH:18]=[CH:17][N:16]=[C:15]([C:19]#[N:20])[CH:14]=1.C(=O)([O-])[O-].[Na+].[Na+].Cl. The catalyst is O1CCOCC1.O. The product is [Cl:1][C:2]1[CH:3]=[CH:4][C:5]([OH:11])=[C:6]([C:13]2[CH:18]=[CH:17][N:16]=[C:15]([C:19]#[N:20])[CH:14]=2)[CH:7]=1. The yield is 0.0860. (6) The reactants are Cl[C:2]1[CH:7]=[C:6]([N:8]2[CH2:12][CH2:11][C@@H:10]([NH:13][C:14](=[O:20])[O:15][C:16]([CH3:19])([CH3:18])[CH3:17])[CH2:9]2)[CH:5]=[C:4]([Cl:21])[N:3]=1.[CH3:22][O:23][C:24]1[CH:31]=[CH:30][C:27]([CH2:28][NH2:29])=[CH:26][CH:25]=1.ClC1C=C(N2CCCC2NC(OC(C)(C)C)=O)C=C(NCC2C=CC(OC)=CC=2)N=1. No catalyst specified. The product is [Cl:21][C:4]1[CH:5]=[C:6]([N:8]2[CH2:12][CH2:11][C@@H:10]([NH:13][C:14](=[O:20])[O:15][C:16]([CH3:19])([CH3:18])[CH3:17])[CH2:9]2)[CH:7]=[C:2]([NH:29][CH2:28][C:27]2[CH:30]=[CH:31][C:24]([O:23][CH3:22])=[CH:25][CH:26]=2)[N:3]=1. The yield is 0.180. (7) The reactants are [NH:1]1[CH2:4][CH:3]([CH2:5][N:6]([C@@H:13]2[CH2:15][C@H:14]2[C:16]2[CH:21]=[CH:20][CH:19]=[CH:18][CH:17]=2)[C:7](=[O:12])[C:8]([F:11])([F:10])[F:9])[CH2:2]1.[C:22]([CH:24]=[C:25]1[CH2:30][CH2:29][N:28]([C:31]([O:33][C:34]([CH3:37])([CH3:36])[CH3:35])=[O:32])[CH2:27][CH2:26]1)#[N:23].C1CCN2C(=NCCC2)CC1. The catalyst is C(#N)C. The product is [C:22]([CH2:24][C:25]1([N:1]2[CH2:2][CH:3]([CH2:5][N:6]([C@@H:13]3[CH2:15][C@H:14]3[C:16]3[CH:21]=[CH:20][CH:19]=[CH:18][CH:17]=3)[C:7](=[O:12])[C:8]([F:11])([F:10])[F:9])[CH2:4]2)[CH2:26][CH2:27][N:28]([C:31]([O:33][C:34]([CH3:37])([CH3:36])[CH3:35])=[O:32])[CH2:29][CH2:30]1)#[N:23]. The yield is 0.0800.